Predict the reaction yield, written as a fraction of the theoretical maximum amount of product (1.0 means a 100% yield; for example, 0.34 means a 34% yield). From a dataset of Reaction yield outcomes from USPTO patents with 853,638 reactions. (1) The reactants are C(NC(C)C)(C)C.[CH2:8]([Li])[CH2:9][CH2:10][CH3:11].[CH3:13][O:14][C:15](=[O:26])[CH2:16][C:17]1[CH:22]=[CH:21][C:20]([S:23][CH3:24])=[C:19]([Cl:25])[CH:18]=1.[O:27]1CCC[CH2:28]1. The catalyst is CN1CCCN(C)C1=O.[Au]. The product is [CH3:13][O:14][C:15](=[O:26])[CH:16]([C:17]1[CH:22]=[CH:21][C:20]([S:23][CH3:24])=[C:19]([Cl:25])[CH:18]=1)[CH2:11][C@H:10]1[CH2:9][CH2:8][CH2:28][O:27]1. The yield is 0.520. (2) The reactants are [CH2:1]([N:3]([CH2:16][CH3:17])[C:4](=[O:15])[C:5]1[CH:10]=[CH:9][C:8]([O:11][CH3:12])=[CH:7][C:6]=1OC)[CH3:2].[C:18]1(B2OCC(C)(C)CO2)[CH:23]=[CH:22][CH:21]=[CH:20][CH:19]=1. The catalyst is C1(C)C=CC=CC=1. The product is [CH2:16]([N:3]([CH2:1][CH3:2])[C:4](=[O:15])[C:5]1[CH:10]=[CH:9][C:8]([O:11][CH3:12])=[CH:7][C:6]=1[C:18]1[CH:23]=[CH:22][CH:21]=[CH:20][CH:19]=1)[CH3:17]. The yield is 0.890. (3) The reactants are C([O-])(=O)C.[K+].[CH3:21][C:16]1([CH3:22])[C:17]([CH3:20])([CH3:19])[O:18][B:14]([B:14]2[O:18][C:17]([CH3:20])([CH3:19])[C:16]([CH3:22])([CH3:21])[O:15]2)[O:15]1.Br[C:25]1[CH:31]=[CH:30][C:28]([NH2:29])=[C:27]([CH3:32])[CH:26]=1. The catalyst is CS(C)=O.C(OCC)(=O)C. The product is [CH3:32][C:27]1[CH:26]=[C:25]([B:14]2[O:15][C:16]([CH3:21])([CH3:22])[C:17]([CH3:19])([CH3:20])[O:18]2)[CH:31]=[CH:30][C:28]=1[NH2:29]. The yield is 0.210. (4) The reactants are Cl.[C:2]1(=[O:12])[C:6]2([CH2:11][CH2:10][CH2:9][NH:8][CH2:7]2)[CH2:5][CH2:4][NH:3]1.C(N(CC)CC)C.[Br:20][C:21]1[CH:26]=[CH:25][C:24]([S:27](Cl)(=[O:29])=[O:28])=[CH:23][C:22]=1[C:31]([F:34])([F:33])[F:32].CCOC(C)=O. The catalyst is ClCCl. The product is [Br:20][C:21]1[CH:26]=[CH:25][C:24]([S:27]([N:8]2[CH2:9][CH2:10][CH2:11][C:6]3([C:2](=[O:12])[NH:3][CH2:4][CH2:5]3)[CH2:7]2)(=[O:28])=[O:29])=[CH:23][C:22]=1[C:31]([F:34])([F:32])[F:33]. The yield is 0.770.